Dataset: Full USPTO retrosynthesis dataset with 1.9M reactions from patents (1976-2016). Task: Predict the reactants needed to synthesize the given product. The reactants are: [Cl:1][CH2:2][C:3](Cl)=[O:4].[OH:6][C:7]1[C:20]2[C:19](=[O:21])[C:18]3[C:13](=[CH:14][CH:15]=[CH:16][C:17]=3[OH:22])[C:12](=[O:23])[C:11]=2[CH:10]=[C:9]([NH2:24])[CH:8]=1.C(Cl)Cl.CO. Given the product [OH:6][C:7]1[C:20]2[C:19](=[O:21])[C:18]3[C:13](=[CH:14][CH:15]=[CH:16][C:17]=3[OH:22])[C:12](=[O:23])[C:11]=2[CH:10]=[C:9]([NH:24][C:3](=[O:4])[CH2:2][Cl:1])[CH:8]=1, predict the reactants needed to synthesize it.